Dataset: Reaction yield outcomes from USPTO patents with 853,638 reactions. Task: Predict the reaction yield, written as a fraction of the theoretical maximum amount of product (1.0 means a 100% yield; for example, 0.34 means a 34% yield). (1) The reactants are Br[C:2]1[CH:7]=[CH:6][C:5]([NH:8][N:9]2[C:17](=[O:18])[C:16]3[C:11](=[CH:12][CH:13]=[CH:14][CH:15]=3)[C:10]2=[O:19])=[CH:4][CH:3]=1.C([O-])([O-])=O.[K+].[K+].CO[CH2:28][CH2:29]OC. The catalyst is O.C1C=CC([P]([Pd]([P](C2C=CC=CC=2)(C2C=CC=CC=2)C2C=CC=CC=2)([P](C2C=CC=CC=2)(C2C=CC=CC=2)C2C=CC=CC=2)[P](C2C=CC=CC=2)(C2C=CC=CC=2)C2C=CC=CC=2)(C2C=CC=CC=2)C2C=CC=CC=2)=CC=1. The product is [CH:28]([C:2]1[CH:7]=[CH:6][C:5]([NH:8][N:9]2[C:17](=[O:18])[C:16]3[C:11](=[CH:12][CH:13]=[CH:14][CH:15]=3)[C:10]2=[O:19])=[CH:4][CH:3]=1)=[CH2:29]. The yield is 0.130. (2) The reactants are CS(O[CH2:6][CH2:7][NH:8][C:9]1[C:13]([C:14]2[N:18]([CH2:19][C:20]3[O:21][CH:22]=[C:23]([Br:25])[CH:24]=3)[C:17](=[O:26])[O:16][N:15]=2)=[N:12][O:11][N:10]=1)(=O)=O.[N-:27]=[N+:28]=[N-:29].[Na+].O. The catalyst is CN(C)C=O. The product is [N:27]([CH2:6][CH2:7][NH:8][C:9]1[C:13]([C:14]2[N:18]([CH2:19][C:20]3[O:21][CH:22]=[C:23]([Br:25])[CH:24]=3)[C:17](=[O:26])[O:16][N:15]=2)=[N:12][O:11][N:10]=1)=[N+:28]=[N-:29]. The yield is 0.960.